Predict which catalyst facilitates the given reaction. From a dataset of Catalyst prediction with 721,799 reactions and 888 catalyst types from USPTO. (1) Product: [C:5]([C:4]1[CH:3]=[C:2]([C:15]2[CH:14]=[C:13]3[C:18](=[CH:17][CH:16]=2)[NH:10][C:11](=[O:26])[C:12]23[CH2:22][CH2:21][CH2:20][CH2:19]2)[CH:9]=[CH:8][CH:7]=1)#[N:6]. The catalyst class is: 108. Reactant: Br[C:2]1[CH:3]=[C:4]([CH:7]=[CH:8][CH:9]=1)[C:5]#[N:6].[NH:10]1[C:18]2[C:13](=[CH:14][CH:15]=[CH:16][CH:17]=2)[C:12]2([CH:22](B(O)O)[CH2:21][CH2:20][CH2:19]2)[C:11]1=[O:26].C(=O)([O-])[O-].[Na+].[Na+].[OH-].[Na+]. (2) Reactant: [CH3:1][O:2][CH:3]([O:6][CH3:7])[CH:4]=O.Cl.[NH2:9][CH2:10][CH2:11][C:12]1[C:20]2[S:19][C:18](=[O:21])[NH:17][C:16]=2[C:15]([OH:22])=[CH:14][CH:13]=1.CC(O)=O.C([BH3-])#N.[Na+].C([O-])(O)=O.[Na+].[CH:36]1[CH:41]=[CH:40][C:39]([CH2:42][O:43][C:44](Cl)=[O:45])=[CH:38][CH:37]=1.Cl. Product: [CH2:42]([O:43][C:44](=[O:45])[N:9]([CH2:4][CH:3]([O:2][CH3:1])[O:6][CH3:7])[CH2:10][CH2:11][C:12]1[C:20]2[S:19][C:18](=[O:21])[NH:17][C:16]=2[C:15]([OH:22])=[CH:14][CH:13]=1)[C:39]1[CH:40]=[CH:41][CH:36]=[CH:37][CH:38]=1. The catalyst class is: 20. (3) The catalyst class is: 9. Reactant: [O:1]=[C:2]1[NH:7][C:6]2[CH:8]=[CH:9][CH:10]=[C:11]([CH2:12][CH:13]3[CH2:18][CH2:17][N:16]([C:19]([O:21][C:22]([CH3:25])([CH3:24])[CH3:23])=[O:20])[CH2:15][CH2:14]3)[C:5]=2[O:4][CH2:3]1.[H-].[Na+].I[CH3:29]. Product: [CH3:29][N:7]1[C:6]2[CH:8]=[CH:9][CH:10]=[C:11]([CH2:12][CH:13]3[CH2:14][CH2:15][N:16]([C:19]([O:21][C:22]([CH3:25])([CH3:24])[CH3:23])=[O:20])[CH2:17][CH2:18]3)[C:5]=2[O:4][CH2:3][C:2]1=[O:1]. (4) Reactant: [C:1]([O:5][C:6](=[O:31])[CH2:7][CH2:8][CH2:9][O:10][CH2:11][CH2:12][N:13]1[C:22]2[C:17]([C:18](=[O:24])[NH:19][C:20](=[O:23])[N:21]=2)=[N:16][C:15]2[CH:25]=[C:26]([CH3:30])[C:27]([CH3:29])=[CH:28][C:14]1=2)(C)(C)C.C(Cl)(=O)C. Product: [CH3:30][C:26]1[C:27]([CH3:29])=[CH:28][C:14]2[N:13]([CH2:12][CH2:11][O:10][CH2:9][CH2:8][CH2:7][C:6]([O:5][CH3:1])=[O:31])[C:22]3[C:17]([C:18](=[O:24])[NH:19][C:20](=[O:23])[N:21]=3)=[N:16][C:15]=2[CH:25]=1. The catalyst class is: 5. (5) Reactant: [NH2:1][C@@H:2]1[C:11]2[C:6](=[CH:7][CH:8]=[C:9]([Br:12])[CH:10]=2)[O:5][CH2:4][C@H:3]1[OH:13].C[C@]1(C(O)=O)C(C)(C)[C@@H](C(O)=O)CC1.C(#N)C. Product: [NH2:1][C@H:2]1[C:11]2[C:6](=[CH:7][CH:8]=[C:9]([Br:12])[CH:10]=2)[O:5][CH2:4][C@@H:3]1[OH:13]. The catalyst class is: 6. (6) Reactant: [C:1]([O:5][C:6]([N:8]1[CH:12]([CH3:13])[CH2:11][CH2:10][C:9]1([CH2:17][OH:18])[C:14]([OH:16])=O)=[O:7])([CH3:4])([CH3:3])[CH3:2].C(N(CC)C(C)C)(C)C.[Si:28]([O:35][CH:36]([CH3:45])[CH:37]([C:39]1[N:44]=[CH:43][CH:42]=[CH:41][N:40]=1)[NH2:38])([C:31]([CH3:34])([CH3:33])[CH3:32])([CH3:30])[CH3:29].CCN=C=NCCCN(C)C.Cl.C1C=CC2N(O)N=NC=2C=1. Product: [Si:28]([O:35][CH:36]([CH3:45])[CH:37]([NH:38][C:14]([C:9]1([CH2:17][OH:18])[CH2:10][CH2:11][CH:12]([CH3:13])[N:8]1[C:6]([O:5][C:1]([CH3:2])([CH3:3])[CH3:4])=[O:7])=[O:16])[C:39]1[N:40]=[CH:41][CH:42]=[CH:43][N:44]=1)([C:31]([CH3:34])([CH3:32])[CH3:33])([CH3:30])[CH3:29]. The catalyst class is: 2. (7) Reactant: [C:1]1([O:7][C:8](Cl)=[O:9])[CH:6]=[CH:5][CH:4]=[CH:3][CH:2]=1.[NH2:11][C:12]1[CH:13]=[CH:14][C:15]([C:18]#[N:19])=[N:16][CH:17]=1.N1C=CC=CC=1. Product: [C:18]([C:15]1[N:16]=[CH:17][C:12]([NH:11][C:8](=[O:9])[O:7][C:1]2[CH:6]=[CH:5][CH:4]=[CH:3][CH:2]=2)=[CH:13][CH:14]=1)#[N:19]. The catalyst class is: 1. (8) The catalyst class is: 7. Reactant: [Cl:1][C:2]1[CH:3]=[C:4]2[C:8](=[CH:9][C:10]=1[Cl:11])[C:7](=[O:12])[O:6][C:5]2=O.[Li].[AlH3]. Product: [Cl:1][C:2]1[C:10]([Cl:11])=[CH:9][C:8]([CH2:7][OH:12])=[C:4]([CH2:5][OH:6])[CH:3]=1.